This data is from Forward reaction prediction with 1.9M reactions from USPTO patents (1976-2016). The task is: Predict the product of the given reaction. (1) Given the reactants [N:1]([C:4]1[CH:5]=[CH:6][C:7]([CH3:30])=[C:8]([C:10]([C:12]2[CH:17]=[CH:16][C:15]([NH:18][C:19]3[CH:24]=[CH:23]C(C(F)(F)F)=[CH:21][CH:20]=3)=[CH:14][C:13]=2[Cl:29])=[O:11])[CH:9]=1)=[N+:2]=[N-:3].NC1C=CC(C)=C(C(C2C=CC(NC3C=C[C:50]([F:53])=[CH:49]C=3C)=CC=2Cl)=O)C=1, predict the reaction product. The product is: [N:1]([C:4]1[CH:5]=[CH:6][C:7]([CH3:30])=[C:8]([C:10]([C:12]2[CH:17]=[CH:16][C:15]([NH:18][C:19]3[CH:20]=[CH:21][C:50]([F:53])=[CH:49][C:24]=3[CH3:23])=[CH:14][C:13]=2[Cl:29])=[O:11])[CH:9]=1)=[N+:2]=[N-:3]. (2) Given the reactants [CH3:1][CH:2]1[CH2:6][CH2:5][CH2:4][N:3]1[CH2:7][C:8]1[CH:9]=[N:10][CH:11]=[C:12](B2OC(C)(C)C(C)(C)O2)[CH:13]=1.Br[C:24]1[CH:25]=[C:26]2[C:30](=[C:31]([C:33]([NH2:35])=[O:34])[CH:32]=1)[NH:29][CH:28]=[C:27]2[CH:36]1[CH2:41][CH2:40][N:39]([S:42]([CH2:45][CH3:46])(=[O:44])=[O:43])[CH2:38][CH2:37]1.C(=O)([O-])[O-].[K+].[K+], predict the reaction product. The product is: [CH2:45]([S:42]([N:39]1[CH2:38][CH2:37][CH:36]([C:27]2[C:26]3[C:30](=[C:31]([C:33]([NH2:35])=[O:34])[CH:32]=[C:24]([C:12]4[CH:11]=[N:10][CH:9]=[C:8]([CH2:7][N:3]5[CH2:4][CH2:5][CH2:6][CH:2]5[CH3:1])[CH:13]=4)[CH:25]=3)[NH:29][CH:28]=2)[CH2:41][CH2:40]1)(=[O:44])=[O:43])[CH3:46]. (3) Given the reactants [Cl:1][C:2]1[C:3]([F:28])=[C:4]([CH:8]2[C:12]([C:15]3[CH:20]=[CH:19][C:18]([Cl:21])=[CH:17][C:16]=3[F:22])([C:13]#[N:14])[CH:11]([CH2:23][C:24]([CH3:27])([CH3:26])[CH3:25])[CH2:10][NH:9]2)[CH:5]=[CH:6][CH:7]=1.[C:29](Cl)(Cl)=[O:30].C(N(CC)CC)C.[NH:40]1[C:44]([C:45]2[CH:46]=[C:47]([NH2:51])[CH:48]=[CH:49][CH:50]=2)=[N:43][N:42]=[N:41]1, predict the reaction product. The product is: [NH:43]1[C:44]([C:45]2[CH:46]=[C:47]([NH:51][C:29]([N:9]3[CH2:10][CH:11]([CH2:23][C:24]([CH3:25])([CH3:27])[CH3:26])[C:12]([C:15]4[CH:20]=[CH:19][C:18]([Cl:21])=[CH:17][C:16]=4[F:22])([C:13]#[N:14])[CH:8]3[C:4]3[CH:5]=[CH:6][CH:7]=[C:2]([Cl:1])[C:3]=3[F:28])=[O:30])[CH:48]=[CH:49][CH:50]=2)=[N:40][N:41]=[N:42]1. (4) Given the reactants [Cl:1][C:2]1[CH:10]=[CH:9][C:5]([C:6](O)=[O:7])=[C:4]([NH:11][S:12]([C:15]2[CH:20]=[CH:19][C:18]([Cl:21])=[C:17]([C:22]([F:25])([F:24])[F:23])[CH:16]=2)(=[O:14])=[O:13])[CH:3]=1.[NH:26]1[CH2:31][CH2:30][S:29](=[O:33])(=[O:32])[CH2:28][CH2:27]1.C(N(CC)C(C)C)(C)C.CCCP1(OP(CCC)(=O)OP(CCC)(=O)O1)=O, predict the reaction product. The product is: [Cl:21][C:18]1[CH:19]=[CH:20][C:15]([S:12]([NH:11][C:4]2[CH:3]=[C:2]([Cl:1])[CH:10]=[CH:9][C:5]=2[C:6]([N:26]2[CH2:31][CH2:30][S:29](=[O:33])(=[O:32])[CH2:28][CH2:27]2)=[O:7])(=[O:13])=[O:14])=[CH:16][C:17]=1[C:22]([F:24])([F:25])[F:23]. (5) Given the reactants [CH3:1][N:2]1[CH2:15][CH2:14][C:5]2[NH:6][C:7]3[CH:8]=[CH:9][C:10]([CH3:13])=[CH:11][C:12]=3[C:4]=2[CH2:3]1.Br[C:17]1[CH:18]=[N:19][C:20]2[C:25]([CH:26]=1)=[CH:24][CH:23]=[CH:22][CH:21]=2.[O-]P([O-])([O-])=O.[K+].[K+].[K+].N1CCC[C@H]1C(O)=O, predict the reaction product. The product is: [CH3:1][N:2]1[CH2:15][CH2:14][C:5]2[N:6]([C:17]3[CH:18]=[N:19][C:20]4[C:25]([CH:26]=3)=[CH:24][CH:23]=[CH:22][CH:21]=4)[C:7]3[CH:8]=[CH:9][C:10]([CH3:13])=[CH:11][C:12]=3[C:4]=2[CH2:3]1. (6) Given the reactants C[O:2][C:3](=[O:38])[C:4]1[CH:9]=[CH:8][C:7]([S:10](=[O:29])(=[O:28])[NH:11][CH:12]([CH2:20][C:21]([O:23][C:24]([CH3:27])([CH3:26])[CH3:25])=[O:22])[CH:13]([O:17][CH2:18][CH3:19])[O:14][CH2:15][CH3:16])=[C:6]([O:30][CH2:31][C:32]2[CH:37]=[CH:36][CH:35]=[CH:34][CH:33]=2)[CH:5]=1.[OH-].[Li+].Cl, predict the reaction product. The product is: [CH2:31]([O:30][C:6]1[CH:5]=[C:4]([CH:9]=[CH:8][C:7]=1[S:10](=[O:28])(=[O:29])[NH:11][CH:12]([CH2:20][C:21]([O:23][C:24]([CH3:27])([CH3:26])[CH3:25])=[O:22])[CH:13]([O:17][CH2:18][CH3:19])[O:14][CH2:15][CH3:16])[C:3]([OH:38])=[O:2])[C:32]1[CH:37]=[CH:36][CH:35]=[CH:34][CH:33]=1.